Dataset: hERG potassium channel inhibition data for cardiac toxicity prediction from Karim et al.. Task: Regression/Classification. Given a drug SMILES string, predict its toxicity properties. Task type varies by dataset: regression for continuous values (e.g., LD50, hERG inhibition percentage) or binary classification for toxic/non-toxic outcomes (e.g., AMES mutagenicity, cardiotoxicity, hepatotoxicity). Dataset: herg_karim. (1) The drug is Cc1ccc2nc(NC(=O)CSc3nc4c(c(=O)n3-c3ccccc3)SCC4)sc2c1. The result is 0 (non-blocker). (2) The compound is CN(CCC(=O)N1CCCC1)C(=O)CC1CCN(Cc2ccn(-c3ccc(C(F)(F)F)cc3)c2)CC1. The result is 0 (non-blocker). (3) The result is 0 (non-blocker). The compound is N[C@H](C(=O)N1CCC(F)(F)C1)[C@H]1CC[C@H](NC(=O)OCc2ccccc2)CC1. (4) The molecule is COc1cccc(CN2CCC(NC(=O)C3=CC(=O)c4ccc(F)cc4C3)CC2)c1. The result is 0 (non-blocker). (5) The compound is COc1cc(CCC23CCC(NCc4ccc5c(n4)NC(=O)CO5)(CC2)CO3)c2nc(OC)ccc2n1. The result is 1 (blocker). (6) The molecule is COc1ccc(-c2nnc(C(=O)N3CCC(Oc4ccc(CN5CC(O)C(C)(C)C5)cc4)CC3)o2)cc1. The result is 0 (non-blocker).